From a dataset of Catalyst prediction with 721,799 reactions and 888 catalyst types from USPTO. Predict which catalyst facilitates the given reaction. (1) Reactant: Br[C:2]1[CH:7]=[C:6]([Cl:8])[CH:5]=[C:4]([F:9])[C:3]=1[NH:10][C:11]([NH:13][CH:14]1[CH2:19][CH2:18][N:17]([C:20]([O:22][C:23]([CH3:26])([CH3:25])[CH3:24])=[O:21])[CH2:16][CH2:15]1)=[O:12].C1C=CC(P(C2C(C3C(P(C4C=CC=CC=4)C4C=CC=CC=4)=CC=C4C=3C=CC=C4)=C3C(C=CC=C3)=CC=2)C2C=CC=CC=2)=CC=1. Product: [Cl:8][C:6]1[CH:5]=[C:4]([F:9])[C:3]2[NH:10][C:11](=[O:12])[N:13]([CH:14]3[CH2:19][CH2:18][N:17]([C:20]([O:22][C:23]([CH3:26])([CH3:25])[CH3:24])=[O:21])[CH2:16][CH2:15]3)[C:2]=2[CH:7]=1. The catalyst class is: 102. (2) Reactant: CC(C)([O-])C.[Li+].[CH2:7]([OH:14])[C:8]1[CH:13]=[CH:12][CH:11]=[CH:10][CH:9]=1.[CH3:15][C:16]([CH3:32])([CH3:31])[C:17]([NH:19][C:20]1[CH:28]=[C:27]([F:29])[CH:26]=[C:25](F)[C:21]=1[C:22]([OH:24])=[O:23])=[O:18].C(O)(=O)CC(CC(O)=O)(C(O)=O)O. Product: [CH2:7]([O:14][C:25]1[CH:26]=[C:27]([F:29])[CH:28]=[C:20]([NH:19][C:17](=[O:18])[C:16]([CH3:31])([CH3:15])[CH3:32])[C:21]=1[C:22]([OH:24])=[O:23])[C:8]1[CH:13]=[CH:12][CH:11]=[CH:10][CH:9]=1. The catalyst class is: 58. (3) Reactant: C[N+]1(CCCS([O-])(=O)=O)[C@@H]2C[C@@H:8]([O:10][C:11]([CH:13]([C:16]3[CH:17]=CC=CC=3)[CH2:14][OH:15])=[O:12])[CH2:9][C@H]1CC2.O.[C:30]1(C)C=CC(S(O)(=O)=O)=CC=1.C(O)CO. Product: [O:15]1[CH:17]=[CH:16][C:13]([C:11]2([CH3:30])[O:10][CH2:8][CH2:9][O:12]2)=[CH:14]1. The catalyst class is: 48. (4) Reactant: C(N(CC)CC)C.[Cl-].[CH2:9]([O:11][C:12]([C:14]1([NH3+:17])[CH2:16][CH2:15]1)=[O:13])[CH3:10].[N:18]1[CH:23]=[C:22]([C:24](O)=[O:25])[CH:21]=[N:20][CH:19]=1.C(Cl)CCl.C1C=NC2N(O)N=NC=2C=1. Product: [N:18]1[CH:23]=[C:22]([C:24]([NH:17][C:14]2([C:12]([O:11][CH2:9][CH3:10])=[O:13])[CH2:16][CH2:15]2)=[O:25])[CH:21]=[N:20][CH:19]=1. The catalyst class is: 2. (5) Reactant: [CH2:1]1[C:10]2[C:5](=[CH:6][CH:7]=[CH:8][CH:9]=2)[CH:4]=[CH:3][CH2:2]1.[N:11]([O-:13])=[O:12].[Na+].C(OC(C)C)(=O)C.II.C(OO)(=O)C.S(S([O-])=O)([O-])(=O)=O.[Na+].[Na+]. Product: [N+:11]([C:7]1[CH2:8][CH2:9][C:10]2[C:5](=[CH:4][CH:3]=[CH:2][CH:1]=2)[CH:6]=1)([O-:13])=[O:12]. The catalyst class is: 15. (6) Reactant: Cl.[N+:2]([C:5]1[CH:6]=[C:7]([NH:11][NH2:12])[CH:8]=[CH:9][CH:10]=1)([O-:4])=[O:3].[CH3:13][CH2:14][O:15][C:16]([CH:18]([C:22]([CH3:24])=O)[C:19]([CH3:21])=O)=[O:17]. Product: [CH2:14]([O:15][C:16]([C:18]1[C:19]([CH3:21])=[N:12][N:11]([C:7]2[CH:8]=[CH:9][CH:10]=[C:5]([N+:2]([O-:4])=[O:3])[CH:6]=2)[C:22]=1[CH3:24])=[O:17])[CH3:13]. The catalyst class is: 313. (7) Reactant: C(=O)=O.Cl[CH2:5][CH:6]=[CH:7][CH2:8][CH2:9][CH2:10][CH2:11][CH2:12][CH2:13][CH2:14][CH2:15][CH2:16][CH2:17][CH2:18][CH2:19][CH2:20][CH2:21][CH2:22][CH2:23][CH2:24][CH2:25][SiH3:26].[CH3:27][NH:28][CH3:29]. The catalyst class is: 81. Product: [CH3:27][N:28]([CH2:5][CH:6]=[CH:7][CH2:8][CH2:9][CH2:10][CH2:11][CH2:12][CH2:13][CH2:14][CH2:15][CH2:16][CH2:17][CH2:18][CH2:19][CH2:20][CH2:21][CH2:22][CH2:23][CH2:24][CH2:25][SiH3:26])[CH3:29].